Dataset: Catalyst prediction with 721,799 reactions and 888 catalyst types from USPTO. Task: Predict which catalyst facilitates the given reaction. (1) Reactant: [C:1]1([C:7]2[CH:12]=[CH:11][N:10]=[CH:9][C:8]=2[NH2:13])[CH:6]=[CH:5][CH:4]=[CH:3][CH:2]=1.[Cl:14][C:15]1[CH:16]=[C:17]([CH:21]=[CH:22][N:23]=1)[C:18](O)=[O:19].CCN(C(C)C)C(C)C.C(P1(=O)OP(CCC)(=O)OP(CCC)(=O)O1)CC. Product: [Cl:14][C:15]1[CH:16]=[C:17]([CH:21]=[CH:22][N:23]=1)[C:18]([NH:13][C:8]1[CH:9]=[N:10][CH:11]=[CH:12][C:7]=1[C:1]1[CH:2]=[CH:3][CH:4]=[CH:5][CH:6]=1)=[O:19]. The catalyst class is: 25. (2) Reactant: [H-].[Na+].[CH2:3]([O:5][C:6](=[O:14])[CH:7]([CH3:13])[C:8]([O:10][CH2:11][CH3:12])=[O:9])[CH3:4].I[CH2:16][CH2:17][C:18]1[S:19][CH:20]=[CH:21][CH:22]=1. Product: [CH2:3]([O:5][C:6](=[O:14])[C:7]([CH2:16][CH2:17][C:18]1[S:19][CH:20]=[CH:21][CH:22]=1)([CH3:13])[C:8]([O:10][CH2:11][CH3:12])=[O:9])[CH3:4]. The catalyst class is: 9. (3) Reactant: [Cl:1][C:2]1[CH:10]=[CH:9][C:5]([C:6]([OH:8])=O)=[CH:4][N:3]=1.[NH2:11][CH2:12][C:13]1[CH:20]=[CH:19][C:16]([C:17]#[N:18])=[CH:15][CH:14]=1.C(Cl)CCl.CCN(C(C)C)C(C)C. Product: [Cl:1][C:2]1[CH:10]=[CH:9][C:5]([C:6]([NH:18][CH2:17][C:16]2[CH:19]=[CH:20][C:13]([C:12]#[N:11])=[CH:14][CH:15]=2)=[O:8])=[CH:4][N:3]=1. The catalyst class is: 91.